From a dataset of Full USPTO retrosynthesis dataset with 1.9M reactions from patents (1976-2016). Predict the reactants needed to synthesize the given product. Given the product [Cl:16][C:17]1[CH:18]=[CH:19][C:20]([C:21]#[N:22])=[C:23]([CH:24]=1)[O:1][CH:2]([CH2:14][CH3:15])[CH2:3][CH2:4][N:5]([CH3:13])[C:6](=[O:12])[O:7][C:8]([CH3:10])([CH3:11])[CH3:9], predict the reactants needed to synthesize it. The reactants are: [OH:1][CH:2]([CH2:14][CH3:15])[CH2:3][CH2:4][N:5]([CH3:13])[C:6](=[O:12])[O:7][C:8]([CH3:11])([CH3:10])[CH3:9].[Cl:16][C:17]1[CH:24]=[CH:23][C:20]([C:21]#[N:22])=[C:19](F)[CH:18]=1.